This data is from Catalyst prediction with 721,799 reactions and 888 catalyst types from USPTO. The task is: Predict which catalyst facilitates the given reaction. (1) Reactant: [CH:1]1([S:4][CH2:5][CH2:6][CH2:7][OH:8])[CH2:3][CH2:2]1.C(Br)(Br)(Br)[Br:10].[C:14]1([P:20]([C:27]2[CH:32]=[CH:31][CH:30]=[CH:29][CH:28]=2)[C:21]2[CH:26]=[CH:25][CH:24]=[CH:23][CH:22]=2)[CH:19]=[CH:18][CH:17]=[CH:16][CH:15]=1.ClCCl. Product: [Br:10][CH2:7][CH2:6][CH2:5][S:4][CH:1]1[CH2:3][CH2:2]1.[CH:30]1[CH:31]=[CH:32][C:27]([P:20]([C:14]2[CH:15]=[CH:16][CH:17]=[CH:18][CH:19]=2)([C:21]2[CH:26]=[CH:25][CH:24]=[CH:23][CH:22]=2)=[O:8])=[CH:28][CH:29]=1. The catalyst class is: 605. (2) Reactant: [N+:1]([C:4]1[CH:9]=[CH:8][C:7]([S:10]([CH:13]([CH2:18][CH2:19][N:20]2[C:25](=[O:26])[C:24]3[CH:27]=[CH:28][CH:29]=[CH:30][C:23]=3[N:22]=[N:21]2)[C:14]([O:16][CH3:17])=[O:15])(=[O:12])=[O:11])=[CH:6][CH:5]=1)([O-])=O.CO.[H][H]. Product: [NH2:1][C:4]1[CH:5]=[CH:6][C:7]([S:10]([CH:13]([CH2:18][CH2:19][N:20]2[C:25](=[O:26])[C:24]3[CH:27]=[CH:28][CH:29]=[CH:30][C:23]=3[N:22]=[N:21]2)[C:14]([O:16][CH3:17])=[O:15])(=[O:12])=[O:11])=[CH:8][CH:9]=1. The catalyst class is: 312. (3) Reactant: [CH3:1][C:2]1[CH:7]=[C:6]([N+:8]([O-])=O)[CH:5]=[C:4]([CH2:11][N:12]2[CH2:16][CH2:15][CH2:14][CH2:13]2)[C:3]=1[N:17]1[CH2:22][CH2:21][O:20][CH2:19][CH2:18]1.C([O-])=O.[NH4+]. Product: [CH3:1][C:2]1[CH:7]=[C:6]([CH:5]=[C:4]([CH2:11][N:12]2[CH2:16][CH2:15][CH2:14][CH2:13]2)[C:3]=1[N:17]1[CH2:18][CH2:19][O:20][CH2:21][CH2:22]1)[NH2:8]. The catalyst class is: 50. (4) Reactant: [CH3:1][O:2][C:3]([C:5]1[S:9][C:8]2[CH:10]=[C:11]([O:14]C)[CH:12]=[CH:13][C:7]=2[CH:6]=1)=[O:4].B(Br)(Br)Br. Product: [CH3:1][O:2][C:3]([C:5]1[S:9][C:8]2[CH:10]=[C:11]([OH:14])[CH:12]=[CH:13][C:7]=2[CH:6]=1)=[O:4]. The catalyst class is: 2.